Dataset: Reaction yield outcomes from USPTO patents with 853,638 reactions. Task: Predict the reaction yield, written as a fraction of the theoretical maximum amount of product (1.0 means a 100% yield; for example, 0.34 means a 34% yield). The reactants are C([O:3][C:4]([CH:6]1[CH2:11][CH2:10][CH2:9][N:8]([CH2:12][CH2:13][C:14]2[N:15]=[C:16]([NH:19][C:20]([NH:22][C:23]3[CH:28]=[CH:27][C:26]([CH3:29])=[CH:25][C:24]=3[C:30]([CH:32]3[CH2:36][CH2:35][CH2:34][CH2:33]3)=[O:31])=[O:21])[S:17][CH:18]=2)[CH2:7]1)=[O:5])C. The catalyst is [Li+].[OH-]. The product is [CH:32]1([C:30]([C:24]2[CH:25]=[C:26]([CH3:29])[CH:27]=[CH:28][C:23]=2[NH:22][C:20](=[O:21])[NH:19][C:16]2[S:17][CH:18]=[C:14]([CH2:13][CH2:12][N:8]3[CH2:9][CH2:10][CH2:11][CH:6]([C:4]([OH:5])=[O:3])[CH2:7]3)[N:15]=2)=[O:31])[CH2:36][CH2:35][CH2:34][CH2:33]1. The yield is 0.950.